Dataset: TCR-epitope binding with 47,182 pairs between 192 epitopes and 23,139 TCRs. Task: Binary Classification. Given a T-cell receptor sequence (or CDR3 region) and an epitope sequence, predict whether binding occurs between them. (1) The epitope is KTWGQYWQV. The TCR CDR3 sequence is CSVDIGVLGTQYF. Result: 0 (the TCR does not bind to the epitope). (2) The TCR CDR3 sequence is CASSLVCTDTQYF. The epitope is AVFDRKSDAK. Result: 1 (the TCR binds to the epitope). (3) The epitope is TLVPQEHYV. The TCR CDR3 sequence is CASSLEGTGANSPLHF. Result: 0 (the TCR does not bind to the epitope). (4) The epitope is ITEEVGHTDLMAAY. The TCR CDR3 sequence is CASSFRGREQYF. Result: 1 (the TCR binds to the epitope). (5) The epitope is KLWAQCVQL. The TCR CDR3 sequence is CASSLEGLRGVGAFF. Result: 1 (the TCR binds to the epitope). (6) The epitope is LPAADLDDF. Result: 0 (the TCR does not bind to the epitope). The TCR CDR3 sequence is CASSQDLPGLAGGNEQYF. (7) The epitope is DPFRLLQNSQVFS. The TCR CDR3 sequence is CASSYSGGRSGELFF. Result: 0 (the TCR does not bind to the epitope).